Dataset: Reaction yield outcomes from USPTO patents with 853,638 reactions. Task: Predict the reaction yield, written as a fraction of the theoretical maximum amount of product (1.0 means a 100% yield; for example, 0.34 means a 34% yield). (1) The reactants are C([O:4][C:5]1[CH:10]=[C:9]([Br:11])[CH:8]=[C:7]([CH2:12][C:13]2[CH:18]=[CH:17][C:16]([O:19][CH3:20])=[CH:15][CH:14]=2)[C:6]=1[Cl:21])C=C.C(N(CC)[C:25]1[CH:30]=CC=C[CH:26]=1)C. No catalyst specified. The product is [CH2:30]([C:10]1[C:9]([Br:11])=[CH:8][C:7]([CH2:12][C:13]2[CH:14]=[CH:15][C:16]([O:19][CH3:20])=[CH:17][CH:18]=2)=[C:6]([Cl:21])[C:5]=1[OH:4])[CH:25]=[CH2:26]. The yield is 0.910. (2) The reactants are [F:1][C:2]1[CH:3]=[C:4]([CH:53]=[C:54]([F:56])[CH:55]=1)[CH2:5][C:6]1[CH:7]=[C:8]2[C:12](=[CH:13][CH:14]=1)[N:11]([C:15]([C:28]1[CH:33]=[CH:32][CH:31]=[CH:30][CH:29]=1)([C:22]1[CH:27]=[CH:26][CH:25]=[CH:24][CH:23]=1)[C:16]1[CH:21]=[CH:20][CH:19]=[CH:18][CH:17]=1)[N:10]=[C:9]2[NH:34][C:35](=[O:52])[C:36]1[CH:41]=[CH:40][C:39]([N:42]2[CH2:47][CH2:46][N:45]([CH3:48])[CH2:44][CH2:43]2)=[CH:38][C:37]=1[N+:49]([O-])=O.C([O-])=O.[NH4+]. The catalyst is CO.[Pd]. The product is [NH2:49][C:37]1[CH:38]=[C:39]([N:42]2[CH2:47][CH2:46][N:45]([CH3:48])[CH2:44][CH2:43]2)[CH:40]=[CH:41][C:36]=1[C:35]([NH:34][C:9]1[C:8]2[C:12](=[CH:13][CH:14]=[C:6]([CH2:5][C:4]3[CH:53]=[C:54]([F:56])[CH:55]=[C:2]([F:1])[CH:3]=3)[CH:7]=2)[N:11]([C:15]([C:28]2[CH:33]=[CH:32][CH:31]=[CH:30][CH:29]=2)([C:22]2[CH:27]=[CH:26][CH:25]=[CH:24][CH:23]=2)[C:16]2[CH:21]=[CH:20][CH:19]=[CH:18][CH:17]=2)[N:10]=1)=[O:52]. The yield is 0.870.